This data is from NCI-60 drug combinations with 297,098 pairs across 59 cell lines. The task is: Regression. Given two drug SMILES strings and cell line genomic features, predict the synergy score measuring deviation from expected non-interaction effect. (1) Drug 1: C1=NC2=C(N=C(N=C2N1C3C(C(C(O3)CO)O)O)F)N. Drug 2: C1CC(=O)NC(=O)C1N2C(=O)C3=CC=CC=C3C2=O. Cell line: 786-0. Synergy scores: CSS=-10.1, Synergy_ZIP=9.83, Synergy_Bliss=0.586, Synergy_Loewe=-7.14, Synergy_HSA=-7.32. (2) Drug 1: C1=NC2=C(N=C(N=C2N1C3C(C(C(O3)CO)O)O)F)N. Drug 2: N.N.Cl[Pt+2]Cl. Cell line: BT-549. Synergy scores: CSS=24.2, Synergy_ZIP=-7.82, Synergy_Bliss=0.792, Synergy_Loewe=-21.5, Synergy_HSA=3.57. (3) Drug 1: CC1=C(N=C(N=C1N)C(CC(=O)N)NCC(C(=O)N)N)C(=O)NC(C(C2=CN=CN2)OC3C(C(C(C(O3)CO)O)O)OC4C(C(C(C(O4)CO)O)OC(=O)N)O)C(=O)NC(C)C(C(C)C(=O)NC(C(C)O)C(=O)NCCC5=NC(=CS5)C6=NC(=CS6)C(=O)NCCC[S+](C)C)O. Drug 2: C1CN(CCN1C(=O)CCBr)C(=O)CCBr. Cell line: SNB-75. Synergy scores: CSS=31.8, Synergy_ZIP=-7.92, Synergy_Bliss=-3.39, Synergy_Loewe=-8.04, Synergy_HSA=1.36. (4) Drug 1: C1=NC2=C(N=C(N=C2N1C3C(C(C(O3)CO)O)F)Cl)N. Drug 2: CC12CCC3C(C1CCC2O)C(CC4=C3C=CC(=C4)O)CCCCCCCCCS(=O)CCCC(C(F)(F)F)(F)F. Cell line: MALME-3M. Synergy scores: CSS=-2.06, Synergy_ZIP=1.83, Synergy_Bliss=3.51, Synergy_Loewe=-2.17, Synergy_HSA=-1.30. (5) Drug 1: C1=NC2=C(N=C(N=C2N1C3C(C(C(O3)CO)O)O)F)N. Drug 2: COCCOC1=C(C=C2C(=C1)C(=NC=N2)NC3=CC=CC(=C3)C#C)OCCOC.Cl. Cell line: HS 578T. Synergy scores: CSS=-4.03, Synergy_ZIP=-0.627, Synergy_Bliss=-4.80, Synergy_Loewe=-3.40, Synergy_HSA=-4.80. (6) Drug 1: CCCCCOC(=O)NC1=NC(=O)N(C=C1F)C2C(C(C(O2)C)O)O. Drug 2: C(CCl)NC(=O)N(CCCl)N=O. Cell line: IGROV1. Synergy scores: CSS=1.29, Synergy_ZIP=0.0167, Synergy_Bliss=-1.35, Synergy_Loewe=-9.77, Synergy_HSA=-6.04.